This data is from Forward reaction prediction with 1.9M reactions from USPTO patents (1976-2016). The task is: Predict the product of the given reaction. (1) The product is: [N:16]([CH2:2][C:3]1[CH:12]=[C:11]2[C:6]([C:7]([Cl:15])=[CH:8][C:9]([C:13]#[N:14])=[N:10]2)=[CH:5][CH:4]=1)=[N+:17]=[N-:18]. Given the reactants Br[CH2:2][C:3]1[CH:12]=[C:11]2[C:6]([C:7]([Cl:15])=[CH:8][C:9]([C:13]#[N:14])=[N:10]2)=[CH:5][CH:4]=1.[N-:16]=[N+:17]=[N-:18].[Na+], predict the reaction product. (2) The product is: [Cl:1][C:2]1[CH:7]=[C:6]([Cl:8])[CH:5]=[CH:4][C:3]=1[C:9]1[N:10]=[C:11](/[CH:30]=[CH:31]/[C:32]2[CH:33]=[CH:34][C:35]([O:38][CH2:40][C:41]3[CH:42]=[C:43]([CH:48]=[CH:49][CH:50]=3)[C:44]([OH:46])=[O:45])=[CH:36][CH:37]=2)[N:12]([CH2:14][C:15](=[O:16])[NH:17][CH:18]([C:20]2[C:29]3[C:24](=[CH:25][CH:26]=[CH:27][CH:28]=3)[CH:23]=[CH:22][CH:21]=2)[CH3:19])[CH:13]=1. Given the reactants [Cl:1][C:2]1[CH:7]=[C:6]([Cl:8])[CH:5]=[CH:4][C:3]=1[C:9]1[N:10]=[C:11](/[CH:30]=[CH:31]/[C:32]2[CH:37]=[CH:36][C:35]([OH:38])=[CH:34][CH:33]=2)[N:12]([CH2:14][C:15]([NH:17][CH:18]([C:20]2[C:29]3[C:24](=[CH:25][CH:26]=[CH:27][CH:28]=3)[CH:23]=[CH:22][CH:21]=2)[CH3:19])=[O:16])[CH:13]=1.Br[CH2:40][C:41]1[CH:42]=[C:43]([CH:48]=[CH:49][CH:50]=1)[C:44]([O:46]C)=[O:45], predict the reaction product.